Dataset: Catalyst prediction with 721,799 reactions and 888 catalyst types from USPTO. Task: Predict which catalyst facilitates the given reaction. (1) Reactant: [CH2:1]([O:8][C:9]1[C:10]([C:30]([F:33])([F:32])[F:31])=[C:11]2[C:16](=[CH:17][CH:18]=1)[CH:15]=[C:14]([C:19]1([N+:27]([O-])=O)[CH2:24][O:23][C:22]([CH3:26])([CH3:25])[O:21][CH2:20]1)[CH:13]=[CH:12]2)[C:2]1[CH:7]=[CH:6][CH:5]=[CH:4][CH:3]=1.C(O)(=O)C. Product: [CH2:1]([O:8][C:9]1[C:10]([C:30]([F:31])([F:33])[F:32])=[C:11]2[C:16](=[CH:17][CH:18]=1)[CH:15]=[C:14]([C:19]1([NH2:27])[CH2:20][O:21][C:22]([CH3:26])([CH3:25])[O:23][CH2:24]1)[CH:13]=[CH:12]2)[C:2]1[CH:3]=[CH:4][CH:5]=[CH:6][CH:7]=1. The catalyst class is: 401. (2) Reactant: [C:1]([CH:3]([NH:13][C:14]([CH:16]1[CH2:18][CH2:17]1)=O)[CH2:4][O:5][CH2:6][C:7]1[CH:12]=[CH:11][CH:10]=[CH:9][CH:8]=1)#[N:2].C1(P(C2C=CC=CC=2)C2C=CC=CC=2)C=CC=CC=1.C(Cl)(Cl)(Cl)[Cl:39]. Product: [Cl:39][C:1]1[N:2]=[C:14]([CH:16]2[CH2:18][CH2:17]2)[NH:13][C:3]=1[CH2:4][O:5][CH2:6][C:7]1[CH:12]=[CH:11][CH:10]=[CH:9][CH:8]=1. The catalyst class is: 10. (3) Product: [O:1]1[CH:27]=[N:4][C:3]([C:5]2[S:9][C:8]([N:10]3[CH2:11][CH2:12][CH:13]([O:16][C:17]4[CH:22]=[CH:21][CH:20]=[CH:19][C:18]=4[C:23]([F:26])([F:25])[F:24])[CH2:14][CH2:15]3)=[N:7][CH:6]=2)=[N:2]1. Reactant: [OH:1][N:2]=[C:3]([C:5]1[S:9][C:8]([N:10]2[CH2:15][CH2:14][CH:13]([O:16][C:17]3[CH:22]=[CH:21][CH:20]=[CH:19][C:18]=3[C:23]([F:26])([F:25])[F:24])[CH2:12][CH2:11]2)=[N:7][CH:6]=1)[NH2:4].[CH:27](OCC)(OCC)OCC.B(F)(F)F. The catalyst class is: 1. (4) Reactant: [C:1]([C@@H:3]1[CH2:7][O:6]C(C)(C)[N:4]1C(OC(C)(C)C)=O)#[CH:2].[F:17][C:18]([F:23])([F:22])[C:19]([OH:21])=[O:20]. Product: [F:17][C:18]([F:23])([F:22])[C:19]([OH:21])=[O:20].[NH2:4][C@H:3]([C:1]#[CH:2])[CH2:7][OH:6]. The catalyst class is: 5. (5) Reactant: C(N(CC)CC)C.[Cl:8][C:9]1[C:18]([N+:19]([O-:21])=[O:20])=[C:17](Cl)[C:16]2[C:11](=[CH:12][CH:13]=[CH:14][CH:15]=2)[N:10]=1.[C:23]([NH:30][CH2:31][CH2:32][NH2:33])([O:25][C:26]([CH3:29])([CH3:28])[CH3:27])=[O:24]. Product: [Cl:8][C:9]1[C:18]([N+:19]([O-:21])=[O:20])=[C:17]([NH:33][CH2:32][CH2:31][NH:30][C:23](=[O:24])[O:25][C:26]([CH3:28])([CH3:27])[CH3:29])[C:16]2[C:11](=[CH:12][CH:13]=[CH:14][CH:15]=2)[N:10]=1. The catalyst class is: 3. (6) Reactant: Br[C:2]1[CH:3]=[C:4]2[C:9](=[CH:10][CH:11]=1)[C:8](=[O:12])[N:7]([CH2:13][CH:14]([CH3:16])[CH3:15])[C:6]([CH2:17][NH:18][C:19](=[O:25])[O:20][C:21]([CH3:24])([CH3:23])[CH3:22])=[C:5]2[O:26][CH2:27][CH2:28][CH2:29][CH3:30].C([Sn](CCCC)(CCCC)[C:36]1[S:37][CH:38]=[CH:39][CH:40]=1)CCC.O. Product: [CH2:27]([O:26][C:5]1[C:4]2[C:9](=[CH:10][CH:11]=[C:2]([C:36]3[S:37][CH:38]=[CH:39][CH:40]=3)[CH:3]=2)[C:8](=[O:12])[N:7]([CH2:13][CH:14]([CH3:16])[CH3:15])[C:6]=1[CH2:17][NH:18][C:19](=[O:25])[O:20][C:21]([CH3:22])([CH3:23])[CH3:24])[CH2:28][CH2:29][CH3:30]. The catalyst class is: 602. (7) Reactant: [Br:1][C:2]1[CH:10]=[C:9]([C:11]([OH:13])=O)[CH:8]=[CH:7][C:3]=1[C:4]([OH:6])=O.O=S(Cl)Cl.[NH2:18][C:19]([CH3:23])([CH3:22])[CH2:20][OH:21].CC[N:26](C(C)C)[CH:27]([CH3:29])[CH3:28].[C:33]([O-:36])(O)=O.[Na+]. Product: [Br:1][C:2]1[CH:10]=[C:9]([C:11]([NH:26][C:27]([CH3:29])([CH3:28])[CH2:33][OH:36])=[O:13])[CH:8]=[CH:7][C:3]=1[C:4]([NH:18][C:19]([CH3:23])([CH3:22])[CH2:20][OH:21])=[O:6]. The catalyst class is: 85. (8) Reactant: Br[CH2:2][C:3]1[CH:25]=[C:24]([Cl:26])[C:6]([C:7]([N:9]2[C:17]3[CH:16]=[CH:15][N:14]=[C:13]([NH:18][C:19]([CH:21]4[CH2:23][CH2:22]4)=[O:20])[C:12]=3[CH:11]=[CH:10]2)=[O:8])=[C:5]([Cl:27])[CH:4]=1.C(=O)([O-])[O-].[Cs+].[Cs+].[CH3:34][NH2:35]. Product: [Cl:26][C:24]1[CH:25]=[C:3]([CH2:2][NH:35][CH3:34])[CH:4]=[C:5]([Cl:27])[C:6]=1[C:7]([N:9]1[C:17]2[CH:16]=[CH:15][N:14]=[C:13]([NH:18][C:19]([CH:21]3[CH2:23][CH2:22]3)=[O:20])[C:12]=2[CH:11]=[CH:10]1)=[O:8]. The catalyst class is: 10. (9) Reactant: [F:1][C:2]1[C:10]([F:11])=[C:9]2[C:5]([CH2:6][CH2:7][C:8]2=O)=[CH:4][CH:3]=1.[BH3-]C#[N:15].[Na+]. Product: [F:1][C:2]1[C:10]([F:11])=[C:9]2[C:5]([CH2:6][CH2:7][CH:8]2[NH2:15])=[CH:4][CH:3]=1. The catalyst class is: 32. (10) Reactant: [BH4-].[Na+].[CH2:3]([N:10]1[CH2:15][CH2:14][C:13](=[O:16])[CH:12]([CH2:17][CH2:18][CH2:19][CH3:20])[CH2:11]1)[C:4]1[CH:9]=[CH:8][CH:7]=[CH:6][CH:5]=1. Product: [CH2:3]([N:10]1[CH2:15][CH2:14][CH:13]([OH:16])[CH:12]([CH2:17][CH2:18][CH2:19][CH3:20])[CH2:11]1)[C:4]1[CH:5]=[CH:6][CH:7]=[CH:8][CH:9]=1. The catalyst class is: 5.